From a dataset of Reaction yield outcomes from USPTO patents with 853,638 reactions. Predict the reaction yield, written as a fraction of the theoretical maximum amount of product (1.0 means a 100% yield; for example, 0.34 means a 34% yield). (1) The reactants are Br[CH:2]([C:6]1[CH:11]=[CH:10][CH:9]=[CH:8][CH:7]=1)[C:3]([OH:5])=O.Cl.BrC(C1C=CC=CC=1)C(OCC)=O.[CH2:26]([NH2:29])[CH2:27][NH2:28].[O-]CC.[Na+].C(Cl)(Cl)Cl.CO.[NH4+].[OH-]. The catalyst is C(O)C.CCOCC. The product is [O:5]=[C:3]1[CH:2]([C:6]2[CH:11]=[CH:10][CH:9]=[CH:8][CH:7]=2)[NH:29][CH2:26][CH2:27][NH:28]1. The yield is 0.620. (2) The reactants are C(OC([N:8]1[CH2:12][CH2:11][C@H:10]([O:13][C:14]2[C:15]3[CH2:23][N:22]([CH2:24][C:25]4[CH:30]=[CH:29][CH:28]=[CH:27][CH:26]=4)[CH2:21][CH2:20][C:16]=3[N:17]=[CH:18][N:19]=2)[CH2:9]1)=O)(C)(C)C.C(O)(C(F)(F)F)=O. The catalyst is C(Cl)Cl. The product is [CH2:24]([N:22]1[CH2:21][CH2:20][C:16]2[N:17]=[CH:18][N:19]=[C:14]([O:13][C@H:10]3[CH2:11][CH2:12][NH:8][CH2:9]3)[C:15]=2[CH2:23]1)[C:25]1[CH:30]=[CH:29][CH:28]=[CH:27][CH:26]=1. The yield is 1.00. (3) The reactants are CP(C)C.[F:5][C:6]1[C:11]([F:12])=[C:10]([OH:13])[CH:9]=[CH:8][C:7]=1[CH2:14][N:15]1[C:23](=[O:24])[C:22]([C:25]([NH:27][C:28]2[CH:33]=[CH:32][C:31]([C:34]([F:37])([F:36])[F:35])=[CH:30][C:29]=2[C:38]2[CH:43]=[C:42]([C:44]([F:47])([F:46])[F:45])[N:41]=[CH:40][N:39]=2)=[O:26])=[C:21]([OH:48])[C:17]2([CH2:20][CH2:19][CH2:18]2)[N:16]1[CH3:49].CC(N1C[CH2:59][O:58][CH2:57]C1)(C)CO.[CH3:67][N:69]([CH3:71])[C:70](N=N[C:67]([N:69]([CH3:71])[CH3:70])=O)=O.O1C[CH2:76][CH2:75][CH2:74]1. No catalyst specified. The product is [F:5][C:6]1[C:11]([F:12])=[C:10]([O:13][C:75]([CH3:76])([CH3:74])[CH2:71][N:69]2[CH2:67][CH2:59][O:58][CH2:57][CH2:70]2)[CH:9]=[CH:8][C:7]=1[CH2:14][N:15]1[C:23](=[O:24])[C:22]([C:25]([NH:27][C:28]2[CH:33]=[CH:32][C:31]([C:34]([F:36])([F:35])[F:37])=[CH:30][C:29]=2[C:38]2[CH:43]=[C:42]([C:44]([F:45])([F:46])[F:47])[N:41]=[CH:40][N:39]=2)=[O:26])=[C:21]([OH:48])[C:17]2([CH2:18][CH2:19][CH2:20]2)[N:16]1[CH3:49]. The yield is 0.340. (4) The reactants are F[C:2]1[CH:9]=[C:8]([F:10])[CH:7]=[CH:6][C:3]=1[C:4]#[N:5].O.[NH2:12][NH2:13]. No catalyst specified. The product is [F:10][C:8]1[CH:9]=[C:2]2[C:3]([C:4]([NH2:5])=[N:12][NH:13]2)=[CH:6][CH:7]=1. The yield is 0.380. (5) The reactants are [Cl:1][C:2]1[C:3]([NH:20][CH:21]2[CH2:31][CH2:30][C:24]3([CH2:29][CH2:28][NH:27][CH2:26][CH2:25]3)[CH2:23][CH2:22]2)=[N:4][C:5]([NH:8][C:9]2[CH:10]=[CH:11][C:12]3[C:16]([CH:17]=2)=[N:15][N:14]([CH3:18])[C:13]=3[CH3:19])=[N:6][CH:7]=1.[C:32]([CH2:34][C:35](O)=[O:36])#[N:33].CN(C(ON1N=NC2C=CC=NC1=2)=[N+](C)C)C.F[P-](F)(F)(F)(F)F.CCN(CC)CC. The catalyst is C(Cl)Cl.CN(C=O)C. The product is [Cl:1][C:2]1[C:3]([NH:20][CH:21]2[CH2:22][CH2:23][C:24]3([CH2:25][CH2:26][N:27]([C:35](=[O:36])[CH2:34][C:32]#[N:33])[CH2:28][CH2:29]3)[CH2:30][CH2:31]2)=[N:4][C:5]([NH:8][C:9]2[CH:10]=[CH:11][C:12]3[C:16]([CH:17]=2)=[N:15][N:14]([CH3:18])[C:13]=3[CH3:19])=[N:6][CH:7]=1. The yield is 0.306. (6) The reactants are [I:1][C:2]1[CH:7]=[CH:6][C:5]([OH:8])=[CH:4][CH:3]=1.[H-].[Na+].CN(C=O)C.Br[CH2:17][CH2:18][CH:19]1[CH2:24][CH2:23][CH:22]2[CH2:25][CH:20]1[C:21]2([CH3:27])[CH3:26]. No catalyst specified. The product is [I:1][C:2]1[CH:7]=[CH:6][C:5]([O:8][CH2:17][CH2:18][CH:19]2[CH2:24][CH2:23][CH:22]3[CH2:25][CH:20]2[C:21]3([CH3:26])[CH3:27])=[CH:4][CH:3]=1. The yield is 0.730. (7) The reactants are [CH3:1][C:2]1([CH3:14])[C:11]2[C:6](=[CH:7][CH:8]=[CH:9][CH:10]=2)[C:5]([CH3:13])([CH3:12])[CH2:4][CH2:3]1.[Cl-].[CH3:16][O:17][C:18](=[O:28])[C:19]1[CH:27]=[CH:26][C:22]([C:23](O)=[O:24])=[CH:21][CH:20]=1.[Al+3].[Cl-].[Cl-].[Cl-]. The catalyst is ClCCl. The product is [CH3:1][C:2]1([CH3:14])[CH2:3][CH2:4][C:5]([CH3:13])([CH3:12])[C:6]2[CH:7]=[C:8]([C:23]([C:22]3[CH:26]=[CH:27][C:19]([C:18]([O:17][CH3:16])=[O:28])=[CH:20][CH:21]=3)=[O:24])[CH:9]=[CH:10][C:11]1=2. The yield is 0.990. (8) The reactants are FC(F)(F)C(O)=O.[F:8][C:9]1[C:14]([C:15]([C:17]2[N:18]=[CH:19][N:20](C(C3C=CC=CC=3)(C3C=CC=CC=3)C3C=CC=CC=3)[CH:21]=2)=[O:16])=[CH:13][CH:12]=[CH:11][N:10]=1. No catalyst specified. The product is [F:8][C:9]1[C:14]([C:15]([C:17]2[N:18]=[CH:19][NH:20][CH:21]=2)=[O:16])=[CH:13][CH:12]=[CH:11][N:10]=1. The yield is 0.510. (9) The reactants are [CH2:1]([N:3]([CH2:26][CH3:27])[C:4]([C:6]1[CH:7]=[CH:8][C:9]2[C:10](=[C:20]3[CH2:25][CH2:24][NH:23][CH2:22][CH2:21]3)[C:11]3[C:16]([O:17][C:18]=2[CH:19]=1)=[CH:15][CH:14]=[CH:13][CH:12]=3)=[O:5])[CH3:2].C(O)C.C[Si](I)(C)C. The catalyst is C(Cl)(Cl)Cl. The product is [CH2:26]([N:3]([CH2:1][CH3:2])[C:4]([C:6]1[CH:7]=[CH:8][C:9]2[CH:10]([CH:20]3[CH2:25][CH2:24][NH:23][CH2:22][CH2:21]3)[C:11]3[C:16]([O:17][C:18]=2[CH:19]=1)=[CH:15][CH:14]=[CH:13][CH:12]=3)=[O:5])[CH3:27]. The yield is 0.577.